Task: Predict the reactants needed to synthesize the given product.. Dataset: Full USPTO retrosynthesis dataset with 1.9M reactions from patents (1976-2016) (1) Given the product [NH2:35][C:32]1[N:33]=[CH:34][C:29]([C:8]2[CH:16]=[CH:15][C:11]([C:12]([OH:14])=[O:13])=[CH:10][CH:9]=2)=[CH:30][C:31]=1[O:36][CH:37]([C:39]1[C:44]([Cl:45])=[CH:43][CH:42]=[CH:41][C:40]=1[Cl:46])[CH3:38], predict the reactants needed to synthesize it. The reactants are: NC1N=CC([C:8]2[CH:16]=[CH:15][C:11]([C:12]([OH:14])=[O:13])=[CH:10][CH:9]=2)=CC=1OCC1C(F)=CC=C(F)C=1Cl.Br[C:29]1[CH:30]=[C:31]([O:36][CH:37]([C:39]2[C:44]([Cl:45])=[CH:43][CH:42]=[CH:41][C:40]=2[Cl:46])[CH3:38])[C:32]([NH2:35])=[N:33][CH:34]=1.COC(C1C=CC(B(O)O)=CC=1)=O. (2) Given the product [C:1]([O:5][C:6](=[O:20])[NH:7][C:8]1[CH:13]=[CH:12][CH:11]=[C:10]([C:14]2[NH:15][N:16]=[CH:17][C:18]=2[Br:28])[C:9]=1[F:19])([CH3:4])([CH3:2])[CH3:3], predict the reactants needed to synthesize it. The reactants are: [C:1]([O:5][C:6](=[O:20])[NH:7][C:8]1[CH:13]=[CH:12][CH:11]=[C:10]([C:14]2[NH:15][N:16]=[CH:17][CH:18]=2)[C:9]=1[F:19])([CH3:4])([CH3:3])[CH3:2].C1C(=O)N([Br:28])C(=O)C1.